This data is from Experimentally validated miRNA-target interactions with 360,000+ pairs, plus equal number of negative samples. The task is: Binary Classification. Given a miRNA mature sequence and a target amino acid sequence, predict their likelihood of interaction. (1) The protein sequence of the target gene is MSTGAFYISSLLEKMTSSDKDFRFMATSDLMSELQKDSIQLDEDSERKVVRTLLRLLEDRSGEVQNLAVKCLGPLVGKVKEYQVENIVDTLCANMRSDKEQLRDIAGIGLKTVLSELPPAATGSGLAINVCRKITGQLTSAIAQQEDVAVQLEALDILSDMLSRLGAPLGTFHASLLHCLLPQLSSPRLAVRKRTVVALGHLAAACSTDLFVELADHLVDRLPGPRAPASPAAIRTLIQCLGSVGRQAGHRLGAHLDRLVPMVEEFCNLDDDELRESCLQAFEAFLRKCPKEMDPHVPNV.... Result: 1 (interaction). The miRNA is mmu-miR-3470a with sequence UCACUUUGUAGACCAGGCUGG. (2) The miRNA is hsa-miR-3173-3p with sequence AAAGGAGGAAAUAGGCAGGCCA. The protein sequence of the target gene is MPLVTRNIEPRHLCRQTLPSVRSELECVTNITLANVIRQLGSLSKYAEDIFGELFTQANTFASRVSSLAERVDRLQVKVTQLDPKEEEVSLQGINTRKAFRSSTIQDQKLFDRNSLPVPVLETYNTCDTPPPLNNLTPYRDDGKEALKFYTDPSYFFDLWKEKMLQDTKDIMKEKRKHRKEKKDNPNRGNVNPRKIKTRKEEWEKMKMGQEFVESKEKLGTSGYPPTLVYQNGSIGCVENVDASSYPPPPQSDSASSPSPSFSEDNLPPPPAEFSYPVDNQRGSGLAGPKRSSVVSPSHP.... Result: 1 (interaction). (3) The miRNA is hsa-miR-8085 with sequence UGGGAGAGAGGACUGUGAGGC. Result: 1 (interaction). The protein sequence of the target gene is MACAGLLTVCLLRPPAPQPQPQTPRHPQLAPDPGPAGHTLFQDVFRRADKNDDGKLSFEEFQNYFADGVLSLGELQELFSGIDGHLTDNLETEKLCDYFSEHLGVYRPVLAALESLNRAVLAAMDATKLEYERASKVDQFVTRFLLRETVSQLQALQSSLEGASDTLEAQAHGWRSDAESVEAQSRLCGSRRAGRRALRSVSRSSTWSPGSSDTGRSSEAEMQWRLQVNRLQELIDQLECKVRAVGPGPHKGGPSWYPPEPGPCWRPGPHSVPSQAPRLEPLREEDLAKGPDLHILMAQR.... (4) The miRNA is mmu-miR-5110 with sequence GGAGGAGGUAGAGGGUGGUGGAAUU. The protein sequence of the target gene is MAFSGSQAPYLSPAVPFSGTIQGGLQDGFQITVNGAVLSSSGTRFAVDFQTGFSGNDIAFHFNPRFEDGGYVVCNTRQKGRWGPEERKMHMPFQKGMPFDLCFLVQSSDFKVMVNGSLFVQYFHRVPFHRVDTISVNGSVQLSYISFQNPRTVPVQPAFSTVPFSQPVCFPPRPRGRRQKPPSVRPANPAPITQTVIHTVQSASGQMFSQTPAIPPMMYPHPAYPMPFITTIPGGLYPSKSIILSGTVLPSAQRFHINLCSGSHIAFHMNPRFDENAVVRNTQINNSWGSEERSLPRKMP.... Result: 0 (no interaction). (5) The miRNA is hsa-miR-651-5p with sequence UUUAGGAUAAGCUUGACUUUUG. The protein sequence of the target gene is MFQPAGHGQDWAMEGPRDGLKKERLVDDRHDSGLDSMKDEEYEQMVKELREIRLQPQEAPLAAEPWKQQLTEDGDSFLHLAIIHEEKPLTMEVIGQVKGDLAFLNFQNNLQQTPLHLAVITNQPGIAEALLKAGCDPELRDFRGNTPLHLACEQGCLASVAVLTQTCTPQHLHSVLQATNYNGHTCLHLASIHGYLAIVEHLVTLGADVNAQEPCNGRTALHLAVDLQNPDLVSLLLKCGADVNRVTYQGYSPYQLTWGRPSTRIQQQLGQLTLENLQMLPESEDEESYDTESEFTEDEL.... Result: 0 (no interaction). (6) The miRNA is bta-miR-154a with sequence UAGGUUAUCCGUGUAGCCUUCG. The protein sequence of the target gene is MDTKTQSLPNTHAQPHSNSRPQSHACHHCSCSQHCQSRSRSRSCRSRSSSRRPRSHRSPTGRQGQSPGPSPPLRRHRHTMHSHQCPSRPVTHSCSHSKNRKNLEGKVIKRKQVKRSKQVYKRKRQSSGRKYN. Result: 1 (interaction). (7) The miRNA is hsa-miR-8079 with sequence CAGUGAUCGUCUCUGCUGGC. The protein sequence of the target gene is MSGRGKQGGKARAKAKTRSSRAGLQFPVGRVHRLLRKGNYSERVGAGAPVYLAAVLEYLTAEILELAGNAARDNKKTRIIPRHLQLAIRNDEELNKLLGRVTIAQGGVLPNIQAVLLPKKTESHHKAKGK. Result: 0 (no interaction). (8) The miRNA is hsa-miR-3613-3p with sequence ACAAAAAAAAAAGCCCAACCCUUC. The protein sequence of the target gene is MMSDFGEELTKLAVAEDNPETSVLSKTGMHFPWLHKHVEAVVTGGKKRKDFAQTTSACLSFIQEALLKHQWQQAAEYMHSYLQTLEDSDTDKRQAAPEIIWKLGSEILFYHPKSNVETFNSFADRMKNIGVLNYLKISLQHALYLLHHGMLDDANRNLSKAETWRYGEKSSSQEVLINLVQAYKGLLQYYTWTRKKMELSKLDEDDYAYAAKTRTMLSQSCKTSTNICALVKTPGVWDPFVKSYVEMLEFYGDQDGAREMLTNYAYDEKFPSNPNAHVYLYEFLKREKAPRAKLISVLKI.... Result: 0 (no interaction). (9) The miRNA is hsa-miR-4765 with sequence UGAGUGAUUGAUAGCUAUGUUC. The protein sequence of the target gene is MDSRVSELFGGCCRPGGGPAVGGTLKARGAGSSSGCGGPKGKKKNGRNRGGKANNPPYLPPEAEDGNIEYKLKLVNPSQYRFEHLVTQMKWRLQEGRGEAVYQIGVEDNGLLVGLAEEEMRASLKTLHRMAEKVGADITVLREREVDYDSDMPRKITEVLVRKVPDNQQFLDLRVAVLGNVDSGKSTLLGVLTQGELDNGRGRARLNLFRHLHEIQSGRTSSISFEILGFNSKGEVVNYSDSRTAEEICESSSKMITFIDLAGHHKYLHTTIFGLTSYCPDCALLLVSANTGIAGTTREH.... Result: 1 (interaction).